From a dataset of Reaction yield outcomes from USPTO patents with 853,638 reactions. Predict the reaction yield, written as a fraction of the theoretical maximum amount of product (1.0 means a 100% yield; for example, 0.34 means a 34% yield). (1) The reactants are C(C1C=C([NH:10][C:11]([NH:13][C:14]2[CH:19]=[CH:18][CH:17]=[C:16]([Cl:20])[CH:15]=2)=[O:12])N(C2C=CC=C(CO[Si](C(C)(C)C)(C)C)C=2)N=1)(C)(C)C.CCCC[N+](CCCC)(CCCC)CCCC.[F-]. The product is [Cl:20][C:16]1[CH:15]=[C:14]([NH:13][C:11](=[O:12])[NH2:10])[CH:19]=[CH:18][CH:17]=1. The catalyst is C1COCC1. The yield is 0.710. (2) The reactants are [CH2:1]([N:3]1[C:9]2[CH:10]=[C:11]([N+:16]([O-:18])=[O:17])[C:12]([O:14][CH3:15])=[CH:13][C:8]=2[CH2:7][N:6](C(=O)C(F)(F)F)[CH2:5][C:4]1=[O:25])[CH3:2]. The catalyst is N.CO. The product is [CH2:1]([N:3]1[C:9]2[CH:10]=[C:11]([N+:16]([O-:18])=[O:17])[C:12]([O:14][CH3:15])=[CH:13][C:8]=2[CH2:7][NH:6][CH2:5][C:4]1=[O:25])[CH3:2]. The yield is 0.970. (3) The reactants are [CH3:1][NH:2][C:3]1[CH:8]=[CH:7][CH:6]=[CH:5][C:4]=1[C:9]1[N:14]2[N:15]=[C:16]([C:20]3[CH:25]=[CH:24][C:23]([O:26][C:27]4[CH:32]=[CH:31][CH:30]=[CH:29][CH:28]=4)=[CH:22][CH:21]=3)[C:17]([C:18]#[N:19])=[C:13]2[N:12]=[CH:11][CH:10]=1.[BH4-].[Na+]. The catalyst is CCO. The product is [CH3:1][NH:2][C:3]1[CH:8]=[CH:7][CH:6]=[CH:5][C:4]=1[CH:9]1[N:14]2[N:15]=[C:16]([C:20]3[CH:25]=[CH:24][C:23]([O:26][C:27]4[CH:32]=[CH:31][CH:30]=[CH:29][CH:28]=4)=[CH:22][CH:21]=3)[C:17]([C:18]#[N:19])=[C:13]2[NH:12][CH2:11][CH2:10]1. The yield is 0.565. (4) The reactants are [C:1](Cl)(=O)C(Cl)=O.[Cl:7][C:8]1[CH:13]=[CH:12][C:11]([C:14]2[C:20]3[CH:21]=[C:22]([O:25][CH3:26])[CH:23]=[CH:24][C:19]=3[N:18]3[C:27]([CH3:30])=[N:28][N:29]=[C:17]3[C@H:16]([CH2:31][C:32]([OH:34])=[O:33])[N:15]=2)=[CH:10][CH:9]=1.CN(C=O)C.CCN([CH:46]([CH3:48])[CH3:47])C(C)C. The catalyst is C(Cl)Cl.C(O)(C)(C)C. The product is [C:46]([O:33][C:32](=[O:34])[CH2:31][C@@H:16]1[N:15]=[C:14]([C:11]2[CH:12]=[CH:13][C:8]([Cl:7])=[CH:9][CH:10]=2)[C:20]2[CH:21]=[C:22]([O:25][CH3:26])[CH:23]=[CH:24][C:19]=2[N:18]2[C:27]([CH3:30])=[N:28][N:29]=[C:17]12)([CH3:48])([CH3:1])[CH3:47]. The yield is 0.213.